Dataset: Catalyst prediction with 721,799 reactions and 888 catalyst types from USPTO. Task: Predict which catalyst facilitates the given reaction. (1) Reactant: [CH:1]1([NH2:4])[CH2:3][CH2:2]1.C(N(CC)CC)C.Cl[C:13]([O:15][CH2:16][C:17]1[CH:22]=[CH:21][CH:20]=[CH:19][CH:18]=1)=[O:14]. Product: [CH2:16]([O:15][C:13](=[O:14])[NH:4][CH:1]1[CH2:3][CH2:2]1)[C:17]1[CH:22]=[CH:21][CH:20]=[CH:19][CH:18]=1. The catalyst class is: 4. (2) Reactant: [CH3:1][C:2](=[CH:4][CH2:5][CH2:6]/[C:7](=[CH:9]/[CH2:10][OH:11])/[CH3:8])[CH3:3]. Product: [CH3:8][CH:7]([CH2:6][CH2:5][CH2:4][CH:2]([CH3:3])[CH3:1])[CH2:9][CH2:10][OH:11]. The catalyst class is: 2. (3) Reactant: [O:1]=[C:2]1[C:7]2[C:8]([C:11]([OH:13])=O)=[CH:9][O:10][C:6]=2[CH2:5][CH2:4][NH:3]1.[NH2:14][C:15]1[CH:20]=[CH:19][C:18]([N:21]2[CH2:26][CH2:25][N:24]([C:27]([O:29][C:30]([CH3:33])([CH3:32])[CH3:31])=[O:28])[CH2:23][CH2:22]2)=[CH:17][C:16]=1[O:34][CH3:35].F[P-](F)(F)(F)(F)F.N1(OC(N(C)C)=[N+](C)C)C2N=CC=CC=2N=N1.C(N(C(C)C)CC)(C)C. Product: [CH3:35][O:34][C:16]1[CH:17]=[C:18]([N:21]2[CH2:22][CH2:23][N:24]([C:27]([O:29][C:30]([CH3:33])([CH3:32])[CH3:31])=[O:28])[CH2:25][CH2:26]2)[CH:19]=[CH:20][C:15]=1[NH:14][C:11]([C:8]1[C:7]2[C:2](=[O:1])[NH:3][CH2:4][CH2:5][C:6]=2[O:10][CH:9]=1)=[O:13]. The catalyst class is: 10. (4) Reactant: [CH3:1][N:2]1[C:6]([CH:7]2[O:12][CH2:11][CH:10]([CH2:13]O)[CH2:9][O:8]2)=[C:5]([N+:15]([O-:17])=[O:16])[CH:4]=[N:3]1.C1(P(C2C=CC=CC=2)C2C=CC=CC=2)C=CC=CC=1.[C:37]([NH2:48])(=[O:47])[C:38]1[C:39](=[CH:43][CH:44]=[CH:45][CH:46]=1)[C:40](N)=[O:41].CC(OC(/N=N/C(OC(C)C)=O)=O)C. Product: [CH3:1][N:2]1[C:6]([CH:7]2[O:12][CH2:11][CH:10]([CH2:13][N:48]3[C:37](=[O:47])[C:38]4[C:39](=[CH:43][CH:44]=[CH:45][CH:46]=4)[C:40]3=[O:41])[CH2:9][O:8]2)=[C:5]([N+:15]([O-:17])=[O:16])[CH:4]=[N:3]1. The catalyst class is: 1.